Predict the product of the given reaction. From a dataset of Forward reaction prediction with 1.9M reactions from USPTO patents (1976-2016). (1) Given the reactants C[O:2][C:3]1[C:8]2=[C:9]([CH3:33])[N:10]([CH2:25][O:26][CH2:27][CH2:28][Si:29]([CH3:32])([CH3:31])[CH3:30])[C:11]([C:12]3[CH:17]=[CH:16][CH:15]=[CH:14][C:13]=3[O:18][C:19]3[CH:24]=[CH:23][CH:22]=[CH:21][CH:20]=3)=[C:7]2[CH:6]=[C:5]([CH2:34][O:35][CH3:36])[N:4]=1.[I-].[Li+], predict the reaction product. The product is: [CH3:36][O:35][CH2:34][C:5]1[NH:4][C:3](=[O:2])[C:8]2=[C:9]([CH3:33])[N:10]([CH2:25][O:26][CH2:27][CH2:28][Si:29]([CH3:30])([CH3:32])[CH3:31])[C:11]([C:12]3[CH:17]=[CH:16][CH:15]=[CH:14][C:13]=3[O:18][C:19]3[CH:24]=[CH:23][CH:22]=[CH:21][CH:20]=3)=[C:7]2[CH:6]=1. (2) Given the reactants [Br:1][C:2]1[CH:3]=[N:4][C:5]2[N:6]([N:8]=[C:9]([CH3:13])[C:10]=2[CH:11]=O)[CH:7]=1.Cl.[NH2:15][CH2:16][CH:17]([CH2:24][CH2:25][CH3:26])[CH2:18][C:19](OCC)=[O:20].C(N(CC)CC)C.[BH4-].[Na+], predict the reaction product. The product is: [Br:1][C:2]1[CH:3]=[N:4][C:5]2[N:6]([N:8]=[C:9]([CH3:13])[C:10]=2[CH2:11][N:15]2[CH2:16][CH:17]([CH2:24][CH2:25][CH3:26])[CH2:18][C:19]2=[O:20])[CH:7]=1.